Dataset: Forward reaction prediction with 1.9M reactions from USPTO patents (1976-2016). Task: Predict the product of the given reaction. (1) Given the reactants [CH2:1]([NH:3][C:4]([C:6]1[S:7][CH:8]=[CH:9][C:10]=1[CH3:11])=[O:5])[CH3:2].[Br:12]N1C(=O)CCC1=O, predict the reaction product. The product is: [Br:12][C:8]1[S:7][C:6]([C:4]([NH:3][CH2:1][CH3:2])=[O:5])=[C:10]([CH3:11])[CH:9]=1. (2) Given the reactants [CH3:1][N:2]([CH3:26])[CH2:3][CH2:4][N:5]([CH3:25])[C:6]1[S:7][C:8]2[CH:14]=[C:13]([NH:15][C:16](=[O:24])[C:17]3[CH:22]=[CH:21][C:20](I)=[CH:19][CH:18]=3)[CH:12]=[CH:11][C:9]=2[N:10]=1.[Cl:27][C:28]1[CH:33]=[C:32]([C:34]([F:37])([F:36])[F:35])[CH:31]=[CH:30][C:29]=1B(O)O, predict the reaction product. The product is: [CH3:1][N:2]([CH3:26])[CH2:3][CH2:4][N:5]([CH3:25])[C:6]1[S:7][C:8]2[CH:14]=[C:13]([NH:15][C:16]([C:17]3[CH:22]=[CH:21][C:20]([C:29]4[CH:30]=[CH:31][C:32]([C:34]([F:37])([F:36])[F:35])=[CH:33][C:28]=4[Cl:27])=[CH:19][CH:18]=3)=[O:24])[CH:12]=[CH:11][C:9]=2[N:10]=1. (3) Given the reactants O=P(Cl)(Cl)[Cl:3].[CH3:6][S:7][C:8]1[N:13]=[CH:12][N:11]=[C:10]([C:14]2[C:15](O)=[N:16][CH:17]=[N:18][CH:19]=2)[CH:9]=1.C(N(CC)CC)C, predict the reaction product. The product is: [Cl:3][C:15]1[C:14]([C:10]2[CH:9]=[C:8]([S:7][CH3:6])[N:13]=[CH:12][N:11]=2)=[CH:19][N:18]=[CH:17][N:16]=1.